Dataset: Rat liver microsome stability data. Task: Regression/Classification. Given a drug SMILES string, predict its absorption, distribution, metabolism, or excretion properties. Task type varies by dataset: regression for continuous measurements (e.g., permeability, clearance, half-life) or binary classification for categorical outcomes (e.g., BBB penetration, CYP inhibition). Dataset: rlm. (1) The molecule is Cc1c(Nc2c(C#N)cncc2C=Cc2cccc(S(=O)(=O)N3CCN(C)CC3)c2)ccc2[nH]ccc12. The result is 1 (stable in rat liver microsomes). (2) The molecule is CN(C)C(=O)N1CCN(C(=O)c2cnc3ccc(F)cc3c2N2CCC(C#N)(c3ccccc3)CC2)CC1. The result is 1 (stable in rat liver microsomes). (3) The drug is CC1=NNC(=O)CC1c1ccc(OC2CCN(C3CCC3)CC2)cc1. The result is 0 (unstable in rat liver microsomes). (4) The compound is O=C(Nc1ccc(S(=O)(=O)Nc2nccs2)cc1)c1ccc2ccccc2c1. The result is 0 (unstable in rat liver microsomes). (5) The drug is CC[C@H](C)[C@@H]([C@@H](CC(=O)N1CCC[C@H]1[C@H](OC)[C@@H](C)C(=O)N[C@@H](Cc1ccccc1)c1nccs1)OC)N(C)C(=O)[C@@H](NC(=O)[C@H](C(C)C)N(C)C)C(C)C. The result is 0 (unstable in rat liver microsomes).